The task is: Predict the reactants needed to synthesize the given product.. This data is from Retrosynthesis with 50K atom-mapped reactions and 10 reaction types from USPTO. (1) Given the product Cc1noc(-c2ccccc2)c1C(C)O, predict the reactants needed to synthesize it. The reactants are: C[Mg+].Cc1noc(-c2ccccc2)c1C=O. (2) Given the product Cc1cc(O)cc(OCc2ccccc2)c1, predict the reactants needed to synthesize it. The reactants are: BrCc1ccccc1.Cc1cc(O)cc(O)c1.